From a dataset of Retrosynthesis with 50K atom-mapped reactions and 10 reaction types from USPTO. Predict the reactants needed to synthesize the given product. (1) Given the product CCOC(=O)C(C(=O)OCC)c1ccc(N(C)c2ccccc2)cc1, predict the reactants needed to synthesize it. The reactants are: CCOC(=O)C(C(=O)OCC)c1ccc(Br)cc1.CNc1ccccc1. (2) Given the product C=C[C@@H]1C[C@]1(NC(=O)OC(C)(C)C)C(=O)NS(=O)(=O)C1(COC)CC1, predict the reactants needed to synthesize it. The reactants are: C=C[C@@H]1C[C@]1(NC(=O)OC(C)(C)C)C(=O)O.COCC1(S(N)(=O)=O)CC1. (3) The reactants are: Cc1cc(C=O)c2cccc(OCc3ccccc3)c2n1. Given the product Cc1cc(CO)c2cccc(OCc3ccccc3)c2n1, predict the reactants needed to synthesize it. (4) Given the product Cc1nc(-c2ccc(Cl)cc2)c(C(=O)O)s1, predict the reactants needed to synthesize it. The reactants are: COC(=O)c1sc(C)nc1-c1ccc(Cl)cc1. (5) The reactants are: C1COCCN1.CCOC(=O)c1cn(-c2c(F)cccc2C=O)nc1C. Given the product CCOC(=O)c1cn(-c2c(F)cccc2CN2CCOCC2)nc1C, predict the reactants needed to synthesize it. (6) Given the product COCOC1=C(C(=O)O)CC(C#N)(c2ccc(OC)c(OCC3CC3)c2)CC1, predict the reactants needed to synthesize it. The reactants are: COCOC1=C(C(=O)OC)CC(C#N)(c2ccc(OC)c(OCC3CC3)c2)CC1.